This data is from hERG Central: cardiac toxicity at 1µM, 10µM, and general inhibition. The task is: Predict hERG channel inhibition at various concentrations. (1) The compound is CCCCC(=O)Nc1cc(N(C)C)nc2ccccc12. Results: hERG_inhib (hERG inhibition (general)): blocker. (2) The compound is CC1(C)CC(=O)c2cc(OCC(=O)NCCCN3CCN(c4ccc(F)cc4)CC3)ccc2O1. Results: hERG_inhib (hERG inhibition (general)): blocker. (3) The compound is Cc1ccc(CN2CCN(Cc3cccn3-c3ccccn3)CC2CCO)o1. Results: hERG_inhib (hERG inhibition (general)): blocker. (4) The drug is O=S(=O)(c1ccccc1C(F)(F)F)N1CCC(n2cnc3ccccc32)CC1. Results: hERG_inhib (hERG inhibition (general)): blocker.